Dataset: Catalyst prediction with 721,799 reactions and 888 catalyst types from USPTO. Task: Predict which catalyst facilitates the given reaction. (1) Reactant: [H-].[Na+].[CH2:3]([C:5]1[C:13]2[C:8](=[CH:9][C:10]([C:14]([N:16]([O:18][CH3:19])[CH3:17])=[O:15])=[CH:11][CH:12]=2)[NH:7][N:6]=1)[CH3:4].[CH3:20][Si:21]([CH3:28])([CH3:27])[CH2:22][CH2:23][O:24][CH2:25]Cl. Product: [CH2:3]([C:5]1[N:6]([CH2:25][O:24][CH2:23][CH2:22][Si:21]([CH3:28])([CH3:27])[CH3:20])[N:7]=[C:8]2[C:13]=1[CH:12]=[CH:11][C:10]([C:14]([N:16]([O:18][CH3:19])[CH3:17])=[O:15])=[CH:9]2)[CH3:4]. The catalyst class is: 7. (2) Reactant: N1([C:10]2[C:19]3[C:14](=[CH:15][CH:16]=[CH:17][CH:18]=3)[N:13]=[CH:12][N:11]=2)C2C=CC=CC=2N=N1.[C:20]1(B(O)O)[CH:25]=[CH:24][CH:23]=[CH:22][CH:21]=1.C([O-])([O-])=[O:30].[Cs+].[Cs+]. Product: [O:30]([C:10]1[C:19]2[C:14](=[CH:15][CH:16]=[CH:17][CH:18]=2)[N:13]=[CH:12][N:11]=1)[C:20]1[CH:25]=[CH:24][CH:23]=[CH:22][CH:21]=1. The catalyst class is: 73.